Dataset: Forward reaction prediction with 1.9M reactions from USPTO patents (1976-2016). Task: Predict the product of the given reaction. Given the reactants [CH2:1]([C:3]1[CH:4]=[N:5][N:6]2[CH:11]=[C:10](B(O)O)[CH:9]=[N:8][C:7]=12)[CH3:2].O1CCOCC1.Br[C:22]1[S:23][C:24]2[C:30]([C:31]3[CH:36]=[CH:35][C:34]([Cl:37])=[CH:33][CH:32]=3)=[C:29]([C@H:38]([O:44][C:45]([CH3:48])([CH3:47])[CH3:46])[C:39]([O:41][CH2:42][CH3:43])=[O:40])[C:28]([CH3:49])=[CH:27][C:25]=2[N:26]=1.C(=O)([O-])[O-].[K+].[K+], predict the reaction product. The product is: [C:45]([O:44][C@@H:38]([C:29]1[C:28]([CH3:49])=[CH:27][C:25]2[N:26]=[C:22]([C:10]3[CH:9]=[N:8][C:7]4[N:6]([N:5]=[CH:4][C:3]=4[CH2:1][CH3:2])[CH:11]=3)[S:23][C:24]=2[C:30]=1[C:31]1[CH:32]=[CH:33][C:34]([Cl:37])=[CH:35][CH:36]=1)[C:39]([O:41][CH2:42][CH3:43])=[O:40])([CH3:46])([CH3:47])[CH3:48].